Task: Predict the reaction yield, written as a fraction of the theoretical maximum amount of product (1.0 means a 100% yield; for example, 0.34 means a 34% yield).. Dataset: Reaction yield outcomes from USPTO patents with 853,638 reactions (1) The reactants are [CH2:1]([N:3]([C:6]1[CH:7]=[C:8]([OH:12])[CH:9]=[CH:10][CH:11]=1)[CH2:4][CH3:5])[CH3:2].[C:13]1(=O)[O:18][C:16](=[O:17])[C:15]2=[CH:19][CH:20]=[CH:21][CH:22]=[C:14]12. The catalyst is [Cl-].[Zn+2].[Cl-]. The product is [OH:12][C:8]1[CH:9]=[CH:10][C:11]([C:13]2([C:11]3[CH:10]=[CH:9][C:8]([OH:12])=[CH:7][C:6]=3[N:3]([CH2:4][CH3:5])[CH2:1][CH3:2])[C:14]3[C:15](=[CH:19][CH:20]=[CH:21][CH:22]=3)[C:16](=[O:17])[O:18]2)=[C:6]([N:3]([CH2:4][CH3:5])[CH2:1][CH3:2])[CH:7]=1. The yield is 0.930. (2) The reactants are [NH:1]1[C:9]2[C:4](=[CH:5][CH:6]=[CH:7][N:8]=2)[CH:3]=[CH:2]1.[Cl:10][C:11]1[CH:28]=[CH:27][C:14]([CH2:15][O:16][C:17]2[CH:24]=[CH:23][C:20]([CH:21]=[O:22])=[CH:19][C:18]=2[O:25][CH3:26])=[CH:13][CH:12]=1.[CH3:29]O.[OH-].[K+]. The catalyst is C(OCC)(=O)C.O. The product is [Cl:10][C:11]1[CH:28]=[CH:27][C:14]([CH2:15][O:16][C:17]2[CH:24]=[CH:23][C:20]([CH:21]([O:22][CH3:29])[C:3]3[C:4]4[C:9](=[N:8][CH:7]=[CH:6][CH:5]=4)[NH:1][CH:2]=3)=[CH:19][C:18]=2[O:25][CH3:26])=[CH:13][CH:12]=1. The yield is 0.740. (3) The reactants are [F:1][C:2]1[CH:10]=[CH:9][CH:8]=[C:7]2[C:3]=1[CH2:4][C:5](=[CH2:12])[C:6]2=[O:11].[CH2:13]=[C:14]([O:17][Si](C)(C)C)[CH:15]=[CH2:16].B(F)(F)F.CCOCC. The catalyst is C(Cl)Cl. The product is [F:1][C:2]1[CH:10]=[CH:9][CH:8]=[C:7]2[C:3]=1[CH2:4][C:5]1([CH2:16][CH2:15][C:14](=[O:17])[CH2:13][CH2:12]1)[C:6]2=[O:11]. The yield is 0.490. (4) The reactants are Cl.[C:2]([C:6]1[CH:16]=[C:15]([F:17])[CH:14]=[CH:13][C:7]=1[O:8][CH2:9][CH2:10][NH:11][CH3:12])([CH3:5])([CH3:4])[CH3:3].CCN(CC)CC.[N:25]([C:28]1[CH:37]=[CH:36][CH:35]=[CH:34][C:29]=1[C:30]([O:32][CH3:33])=[O:31])=[C:26]=[O:27]. The catalyst is C(Cl)Cl.O. The product is [C:2]([C:6]1[CH:16]=[C:15]([F:17])[CH:14]=[CH:13][C:7]=1[O:8][CH2:9][CH2:10][N:11]([CH3:12])[C:26](=[O:27])[NH:25][C:28]1[CH:37]=[CH:36][CH:35]=[CH:34][C:29]=1[C:30]([O:32][CH3:33])=[O:31])([CH3:5])([CH3:3])[CH3:4]. The yield is 0.880.